Task: Regression. Given a peptide amino acid sequence and an MHC pseudo amino acid sequence, predict their binding affinity value. This is MHC class I binding data.. Dataset: Peptide-MHC class I binding affinity with 185,985 pairs from IEDB/IMGT (1) The peptide sequence is MLPESDLDK. The MHC is HLA-A68:01 with pseudo-sequence HLA-A68:01. The binding affinity (normalized) is 0.341. (2) The peptide sequence is DVHPGEPVVK. The MHC is HLA-A33:01 with pseudo-sequence HLA-A33:01. The binding affinity (normalized) is 0. (3) The peptide sequence is EIRHRSGIQ. The MHC is HLA-B08:01 with pseudo-sequence HLA-B08:01. The binding affinity (normalized) is 0.158. (4) The peptide sequence is FLHPKHWGT. The MHC is HLA-A02:11 with pseudo-sequence HLA-A02:11. The binding affinity (normalized) is 1.00.